This data is from Full USPTO retrosynthesis dataset with 1.9M reactions from patents (1976-2016). The task is: Predict the reactants needed to synthesize the given product. (1) The reactants are: O.O.[Sn](Cl)Cl.[N+:6]([C:9]1[CH:34]=[CH:33][C:12]2[C:13](=[O:32])[C:14]3[CH:21]=[CH:20][C:19]([NH:22][C:23]4[CH:28]=[CH:27][C:26]([F:29])=[CH:25][C:24]=4[O:30][CH3:31])=[CH:18][C:15]=3[O:16][CH2:17][C:11]=2[CH:10]=1)([O-])=O. Given the product [NH2:6][C:9]1[CH:34]=[CH:33][C:12]2[C:13](=[O:32])[C:14]3[CH:21]=[CH:20][C:19]([NH:22][C:23]4[CH:28]=[CH:27][C:26]([F:29])=[CH:25][C:24]=4[O:30][CH3:31])=[CH:18][C:15]=3[O:16][CH2:17][C:11]=2[CH:10]=1, predict the reactants needed to synthesize it. (2) Given the product [CH2:20]([CH:12]1[CH2:13][C:14]2[C:19](=[CH:18][CH:17]=[CH:16][CH:15]=2)[N:11]1[C:9]([C:5]1[N:6]=[CH:7][N:8]=[C:3]([NH:23][C:24]2[CH:25]=[C:26]3[C:39](=[CH:40][CH:41]=2)[CH2:38][C:28]2([C:36]4[C:31](=[N:32][CH:33]=[CH:34][CH:35]=4)[NH:30][C:29]2=[O:37])[CH2:27]3)[CH:4]=1)=[O:10])[CH2:21][CH3:22], predict the reactants needed to synthesize it. The reactants are: Cl.Cl[C:3]1[N:8]=[CH:7][N:6]=[C:5]([C:9]([N:11]2[C:19]3[C:14](=[CH:15][CH:16]=[CH:17][CH:18]=3)[CH2:13][CH:12]2[CH2:20][CH2:21][CH3:22])=[O:10])[CH:4]=1.[NH2:23][C:24]1[CH:25]=[C:26]2[C:39](=[CH:40][CH:41]=1)[CH2:38][C:28]1([C:36]3[C:31](=[N:32][CH:33]=[CH:34][CH:35]=3)[NH:30][C:29]1=[O:37])[CH2:27]2. (3) Given the product [OH:9][CH2:8][C:6]1[CH:5]=[CH:4][N:3]=[C:2]([NH:1][C:10](=[O:11])[O:12][C:13]([CH3:16])([CH3:15])[CH3:14])[CH:7]=1, predict the reactants needed to synthesize it. The reactants are: [NH2:1][C:2]1[CH:7]=[C:6]([CH2:8][OH:9])[CH:5]=[CH:4][N:3]=1.[C:10](O[C:10]([O:12][C:13]([CH3:16])([CH3:15])[CH3:14])=[O:11])([O:12][C:13]([CH3:16])([CH3:15])[CH3:14])=[O:11]. (4) Given the product [Br:7][C:21]1[CH2:25][CH:24]([C:26]([NH:27][C:28]2[CH:33]=[CH:32][C:31]([Cl:34])=[CH:30][C:29]=2[C:35](=[O:42])[NH:36][CH:37]([CH:39]2[CH2:41][CH2:40]2)[CH3:38])=[O:43])[N:23]([C:44]2[C:49]([Cl:50])=[CH:48][CH:47]=[CH:46][N:45]=2)[N:22]=1, predict the reactants needed to synthesize it. The reactants are: O1CCCC1.P(Br)(Br)[Br:7].CC1C=CC(S(O[C:21]2[CH2:25][CH:24]([C:26](=[O:43])[NH:27][C:28]3[CH:33]=[CH:32][C:31]([Cl:34])=[CH:30][C:29]=3[C:35](=[O:42])[NH:36][CH:37]([CH:39]3[CH2:41][CH2:40]3)[CH3:38])[N:23]([C:44]3[C:49]([Cl:50])=[CH:48][CH:47]=[CH:46][N:45]=3)[N:22]=2)(=O)=O)=CC=1. (5) Given the product [CH3:32][N:33]([CH3:34])[C:25](=[O:26])[C:24]1[CH:28]=[CH:29][CH:30]=[C:22]([CH2:21][N:3]2[C:4]3[C:9](=[CH:8][C:7]([C:11]([OH:20])([C:16]([F:19])([F:18])[F:17])[C:12]([F:13])([F:14])[F:15])=[CH:6][CH:5]=3)[CH:10]=[C:2]2[CH3:1])[CH:23]=1, predict the reactants needed to synthesize it. The reactants are: [CH3:1][C:2]1[N:3]([CH2:21][C:22]2[CH:23]=[C:24]([CH:28]=[CH:29][CH:30]=2)[C:25](O)=[O:26])[C:4]2[C:9]([CH:10]=1)=[CH:8][C:7]([C:11]([OH:20])([C:16]([F:19])([F:18])[F:17])[C:12]([F:15])([F:14])[F:13])=[CH:6][CH:5]=2.Cl.[CH3:32][NH:33][CH3:34].CN1CCOCC1.C1C=CC2N(O)N=NC=2C=1.CCN=C=NCCCN(C)C. (6) Given the product [Br:8][C:6]1[CH:7]=[C:2]([NH:1][C:10]([CH3:12])([CH3:9])[C:17]#[N:18])[CH:3]=[N:4][CH:5]=1, predict the reactants needed to synthesize it. The reactants are: [NH2:1][C:2]1[CH:3]=[N:4][CH:5]=[C:6]([Br:8])[CH:7]=1.[CH3:9][C:10]([CH3:12])=O.C[Si]([C:17]#[N:18])(C)C. (7) Given the product [CH2:15]([C:19]1[CH:24]=[CH:23][C:22]([C:10]2[CH:11]=[CH:12][C:7]([F:6])=[CH:8][CH:9]=2)=[CH:21][CH:20]=1)[CH2:16][CH2:17][CH3:18], predict the reactants needed to synthesize it. The reactants are: C1COCC1.[F:6][C:7]1[CH:12]=[CH:11][C:10]([Mg]Br)=[CH:9][CH:8]=1.[CH2:15]([C:19]1[CH:24]=[CH:23][C:22](Cl)=[CH:21][CH:20]=1)[CH2:16][CH2:17][CH3:18].[Cl-].C(C1C=CC=C(C(C)C)C=1[NH+]1CCN(C2C(C(C)C)=CC=CC=2C(C)C)C1)(C)C.